Dataset: Forward reaction prediction with 1.9M reactions from USPTO patents (1976-2016). Task: Predict the product of the given reaction. (1) Given the reactants Cl.[CH2:2]1[C:4]2([CH2:9][O:8][CH2:7][CH2:6][NH:5]2)[CH2:3]1.Br[CH2:11][CH2:12][OH:13].C(=O)([O-])[O-].[K+].[K+], predict the reaction product. The product is: [OH:13][CH2:12][CH2:11][N:5]1[CH2:6][CH2:7][O:8][CH2:9][C:4]21[CH2:3][CH2:2]2. (2) Given the reactants [OH:1][CH2:2][C@@H:3]1[CH2:7][CH2:6][N:5]([C:8]([O:10][C:11]([CH3:14])([CH3:13])[CH3:12])=[O:9])[CH2:4]1.[H-].[Na+].Cl[C:18]1[N:23]=[C:22]([C:24]2[CH:31]=[CH:30][C:27]([C:28]#[N:29])=[CH:26][CH:25]=2)[C:21]([Cl:32])=[CH:20][N:19]=1, predict the reaction product. The product is: [Cl:32][C:21]1[C:22]([C:24]2[CH:25]=[CH:26][C:27]([C:28]#[N:29])=[CH:30][CH:31]=2)=[N:23][C:18]([O:1][CH2:2][C@@H:3]2[CH2:7][CH2:6][N:5]([C:8]([O:10][C:11]([CH3:14])([CH3:13])[CH3:12])=[O:9])[CH2:4]2)=[N:19][CH:20]=1.